This data is from Full USPTO retrosynthesis dataset with 1.9M reactions from patents (1976-2016). The task is: Predict the reactants needed to synthesize the given product. (1) The reactants are: [NH:1]1[CH2:6][CH2:5][CH:4]([C:7]([O:9][CH2:10][CH3:11])=[O:8])[CH2:3][CH2:2]1.Cl[C:13]1[CH:18]=[CH:17][C:16]([C:19]([F:22])([F:21])[F:20])=[CH:15][N:14]=1.C(N(CC)CC)C. Given the product [F:20][C:19]([F:22])([F:21])[C:16]1[CH:17]=[CH:18][C:13]([N:1]2[CH2:6][CH2:5][CH:4]([C:7]([O:9][CH2:10][CH3:11])=[O:8])[CH2:3][CH2:2]2)=[N:14][CH:15]=1, predict the reactants needed to synthesize it. (2) Given the product [CH3:15][O:1][C:2]1[C:9]([CH3:10])=[C:8]([O:11][CH2:12][CH2:13][CH3:14])[CH:7]=[CH:6][C:3]=1[CH:4]=[O:5], predict the reactants needed to synthesize it. The reactants are: [OH:1][C:2]1[C:9]([CH3:10])=[C:8]([O:11][CH2:12][CH2:13][CH3:14])[CH:7]=[CH:6][C:3]=1[CH:4]=[O:5].[C:15]([O-])([O-])=O.[K+].[K+].CI. (3) Given the product [Br:21][C:2]1[CH:3]=[CH:4][C:5]([N+:10]([O-:12])=[O:11])=[C:6]([CH2:8][CH3:9])[CH:7]=1, predict the reactants needed to synthesize it. The reactants are: N[C:2]1[CH:3]=[CH:4][C:5]([N+:10]([O-:12])=[O:11])=[C:6]([CH2:8][CH3:9])[CH:7]=1.N([O-])=O.[Na+].NC(N)=O.[BrH:21]. (4) Given the product [Br:13][C:7]1[CH:6]=[N:5][CH:4]=[C:3]([CH3:8])[C:2]=1[NH2:1], predict the reactants needed to synthesize it. The reactants are: [NH2:1][C:2]1[CH:7]=[CH:6][N:5]=[CH:4][C:3]=1[CH3:8].OO.[OH-].[Na+].[BrH:13]. (5) Given the product [NH2:7][C@@H:8]1[CH2:13][CH2:12][C@H:11]([N:14]2[C:19](=[O:20])[C:18]3[CH:21]=[C:22]([F:25])[CH:23]=[N:24][C:17]=3[N:16]([C:26]3[CH:27]=[C:28]([C:32]4[CH:33]=[CH:34][C:35]([CH2:38][N:39]5[CH2:45][CH2:44][CH2:43][O:42][CH2:41][CH2:40]5)=[CH:36][CH:37]=4)[CH:29]=[CH:30][CH:31]=3)[C:15]2=[O:46])[CH2:10][CH2:9]1, predict the reactants needed to synthesize it. The reactants are: C(OC(=O)[NH:7][C@H:8]1[CH2:13][CH2:12][C@@H:11]([N:14]2[C:19](=[O:20])[C:18]3[CH:21]=[C:22]([F:25])[CH:23]=[N:24][C:17]=3[N:16]([C:26]3[CH:27]=[C:28]([C:32]4[CH:37]=[CH:36][C:35]([CH2:38][N:39]5[CH2:45][CH2:44][CH2:43][O:42][CH2:41][CH2:40]5)=[CH:34][CH:33]=4)[CH:29]=[CH:30][CH:31]=3)[C:15]2=[O:46])[CH2:10][CH2:9]1)(C)(C)C.FC(F)(F)C(O)=O. (6) The reactants are: C[O:2][C:3]1[CH:4]=[C:5]([C:21]#[N:22])[C:6]2[C:11]([CH:12]=1)=[CH:10][CH:9]=[C:8]([C:13]1[CH:18]=[CH:17][CH:16]=[C:15]([O:19]C)[CH:14]=1)[CH:7]=2.Cl.[NH+]1C=CC=CC=1.Cl. Given the product [OH:2][C:3]1[CH:4]=[C:5]([C:21]#[N:22])[C:6]2[C:11]([CH:12]=1)=[CH:10][CH:9]=[C:8]([C:13]1[CH:18]=[CH:17][CH:16]=[C:15]([OH:19])[CH:14]=1)[CH:7]=2, predict the reactants needed to synthesize it. (7) Given the product [Cl:26][C:10]1[N:9]=[CH:8][N:7]=[C:6]2[C:11]=1[N:12]=[C:13]([CH2:14][C:15]1[CH:20]=[C:19]([O:21][CH3:22])[CH:18]=[CH:17][C:16]=1[O:23][CH3:24])[N:5]2[CH2:1][CH2:2][CH2:3][CH3:4], predict the reactants needed to synthesize it. The reactants are: [CH2:1]([NH:5][C:6]1[C:11]([NH:12][C:13](=O)[CH2:14][C:15]2[CH:20]=[C:19]([O:21][CH3:22])[CH:18]=[CH:17][C:16]=2[O:23][CH3:24])=[C:10]([Cl:26])[N:9]=[CH:8][N:7]=1)[CH2:2][CH2:3][CH3:4].CC1C=CC(S(O)(=O)=O)=CC=1.